From a dataset of NCI-60 drug combinations with 297,098 pairs across 59 cell lines. Regression. Given two drug SMILES strings and cell line genomic features, predict the synergy score measuring deviation from expected non-interaction effect. (1) Drug 1: CC1C(C(CC(O1)OC2CC(CC3=C2C(=C4C(=C3O)C(=O)C5=C(C4=O)C(=CC=C5)OC)O)(C(=O)C)O)N)O.Cl. Drug 2: CCN(CC)CCCC(C)NC1=C2C=C(C=CC2=NC3=C1C=CC(=C3)Cl)OC. Cell line: ACHN. Synergy scores: CSS=40.0, Synergy_ZIP=-7.57, Synergy_Bliss=-2.64, Synergy_Loewe=-6.24, Synergy_HSA=-0.668. (2) Drug 1: C1CCC(C1)C(CC#N)N2C=C(C=N2)C3=C4C=CNC4=NC=N3. Drug 2: CC(CN1CC(=O)NC(=O)C1)N2CC(=O)NC(=O)C2. Cell line: SR. Synergy scores: CSS=83.6, Synergy_ZIP=5.96, Synergy_Bliss=2.78, Synergy_Loewe=2.75, Synergy_HSA=3.76. (3) Drug 1: COC1=C2C(=CC3=C1OC=C3)C=CC(=O)O2. Drug 2: CC1CCCC2(C(O2)CC(NC(=O)CC(C(C(=O)C(C1O)C)(C)C)O)C(=CC3=CSC(=N3)C)C)C. Cell line: NCI-H522. Synergy scores: CSS=40.5, Synergy_ZIP=1.48, Synergy_Bliss=-2.18, Synergy_Loewe=-29.1, Synergy_HSA=-2.77. (4) Drug 1: CCC(=C(C1=CC=CC=C1)C2=CC=C(C=C2)OCCN(C)C)C3=CC=CC=C3.C(C(=O)O)C(CC(=O)O)(C(=O)O)O. Drug 2: CC1=C(N=C(N=C1N)C(CC(=O)N)NCC(C(=O)N)N)C(=O)NC(C(C2=CN=CN2)OC3C(C(C(C(O3)CO)O)O)OC4C(C(C(C(O4)CO)O)OC(=O)N)O)C(=O)NC(C)C(C(C)C(=O)NC(C(C)O)C(=O)NCCC5=NC(=CS5)C6=NC(=CS6)C(=O)NCCC[S+](C)C)O. Cell line: SK-OV-3. Synergy scores: CSS=11.1, Synergy_ZIP=-4.81, Synergy_Bliss=-4.12, Synergy_Loewe=-3.68, Synergy_HSA=-1.45. (5) Drug 1: C1C(C(OC1N2C=NC3=C(N=C(N=C32)Cl)N)CO)O. Drug 2: C1=NC2=C(N=C(N=C2N1C3C(C(C(O3)CO)O)O)F)N. Cell line: T-47D. Synergy scores: CSS=22.1, Synergy_ZIP=1.52, Synergy_Bliss=6.19, Synergy_Loewe=-16.2, Synergy_HSA=1.63.